From a dataset of Forward reaction prediction with 1.9M reactions from USPTO patents (1976-2016). Predict the product of the given reaction. (1) Given the reactants [Cl:1][C:2]1[N:3]=[C:4]([NH:11][CH:12]2[CH2:15][CH2:14][CH2:13]2)[C:5]2[CH:10]=[CH:9][NH:8][C:6]=2[N:7]=1.C1C(=O)N([Cl:23])C(=O)C1, predict the reaction product. The product is: [Cl:1][C:2]1[N:3]=[C:4]([NH:11][CH:12]2[CH2:15][CH2:14][CH2:13]2)[C:5]2[C:10]([Cl:23])=[CH:9][NH:8][C:6]=2[N:7]=1. (2) Given the reactants [O:1]=[C:2]1[C:10]2[C:5](=[CH:6][C:7]([N:11]=[C:12]3[NH:16][C@@H:15]([CH:17]([CH2:19][CH3:20])[CH3:18])[CH2:14][S:13]3)=[CH:8][CH:9]=2)[CH2:4][CH2:3]1.[CH2:21](Br)[CH:22]([CH3:24])[CH3:23], predict the reaction product. The product is: [O:1]=[C:2]1[C:10]2[C:5](=[CH:6][C:7]([N:11]=[C:12]3[N:16]([CH2:21][CH:22]([CH3:24])[CH3:23])[C@@H:15]([CH:17]([CH2:19][CH3:20])[CH3:18])[CH2:14][S:13]3)=[CH:8][CH:9]=2)[CH2:4][CH2:3]1. (3) Given the reactants [Br:1][C:2]1[CH:3]=[CH:4][C:5]([NH:12][CH2:13][C@@H:14]2[CH2:18][CH2:17][CH2:16][N:15]2[CH3:19])=[C:6]([C:8](=O)[CH2:9]Cl)[CH:7]=1.[OH-].[Na+].[BH4-].[Na+], predict the reaction product. The product is: [Br:1][C:2]1[CH:7]=[C:6]2[C:5](=[CH:4][CH:3]=1)[N:12]([CH2:13][C@@H:14]1[CH2:18][CH2:17][CH2:16][N:15]1[CH3:19])[CH:9]=[CH:8]2. (4) Given the reactants C([O:3][C:4]([C:6]1[S:20][C:9]2[CH2:10][CH2:11][N:12]([C:15]([O:17][CH2:18][CH3:19])=[O:16])[CH2:13][CH2:14][C:8]=2[C:7]=1[O:21][CH3:22])=O)C.[Li+].[Cl-].[Li+].[BH4-], predict the reaction product. The product is: [CH2:18]([O:17][C:15]([N:12]1[CH2:13][CH2:14][C:8]2[C:7]([O:21][CH3:22])=[C:6]([CH2:4][OH:3])[S:20][C:9]=2[CH2:10][CH2:11]1)=[O:16])[CH3:19]. (5) Given the reactants CCN(C(C)C)C(C)C.ClC(Cl)(O[C:14](=[O:20])OC(Cl)(Cl)Cl)Cl.[CH3:22][C:23]1[N:28]=[CH:27][C:26]([C:29]2[CH:30]=[CH:31][C:32]3[N:38]4[CH2:39][C@H:35]([CH2:36][CH2:37]4)[NH:34][C:33]=3[N:40]=2)=[CH:25][CH:24]=1.[CH3:41][C:42]([NH2:45])([CH3:44])[CH3:43], predict the reaction product. The product is: [C:42]([NH:45][C:14]([N:34]1[C@@H:35]2[CH2:39][N:38]([CH2:37][CH2:36]2)[C:32]2[CH:31]=[CH:30][C:29]([C:26]3[CH:27]=[N:28][C:23]([CH3:22])=[CH:24][CH:25]=3)=[N:40][C:33]1=2)=[O:20])([CH3:44])([CH3:43])[CH3:41]. (6) Given the reactants O[C:2]1[C:11]2[C:6](=[CH:7][CH:8]=[C:9]([C:12]([F:15])([F:14])[F:13])[CH:10]=2)[N:5]=[C:4]([C:16]([F:19])([F:18])[F:17])[CH:3]=1.P(Cl)(Cl)([Cl:22])=O, predict the reaction product. The product is: [Cl:22][C:2]1[C:11]2[C:6](=[CH:7][CH:8]=[C:9]([C:12]([F:15])([F:14])[F:13])[CH:10]=2)[N:5]=[C:4]([C:16]([F:19])([F:18])[F:17])[CH:3]=1. (7) The product is: [C:1]([O:5][C:6]([N:8]1[C:16]2[C:11](=[CH:12][C:13]([O:17][CH3:18])=[CH:14][C:15]=2[Br:32])[CH2:10][CH2:9]1)=[O:7])([CH3:4])([CH3:3])[CH3:2]. Given the reactants [C:1]([O:5][C:6]([N:8]1[C:16]2[C:11](=[CH:12][C:13]([O:17][CH3:18])=[CH:14][CH:15]=2)[CH2:10][CH2:9]1)=[O:7])([CH3:4])([CH3:3])[CH3:2].CN(CCN(C)C)C.[Li]C(CC)C.[Br:32]CCBr, predict the reaction product. (8) Given the reactants Br[C:2]1[CH:3]=[C:4]2[C:8](=[CH:9][CH:10]=1)[C:7](=[O:11])[CH2:6][CH2:5]2.[CH2:12]([Sn](CCCC)(CCCC)C=C)[CH2:13]CC, predict the reaction product. The product is: [CH:12]([C:2]1[CH:3]=[C:4]2[C:8](=[CH:9][CH:10]=1)[C:7](=[O:11])[CH2:6][CH2:5]2)=[CH2:13]. (9) Given the reactants [NH:1]1[CH2:6][CH2:5][CH:4]([N:7]2[C:16](=[O:17])[O:15][CH2:14][C@@H:13]3[C@@H:8]2[CH2:9][CH2:10][CH2:11][CH2:12]3)[CH2:3][CH2:2]1.O=[C:19]1[CH2:24][CH2:23][N:22]([C:25]([O:27][CH2:28][CH3:29])=[O:26])[CH2:21][CH2:20]1.[BH3-]C#N.[Na+], predict the reaction product. The product is: [O:17]=[C:16]1[N:7]([CH:4]2[CH2:5][CH2:6][N:1]([CH:19]3[CH2:24][CH2:23][N:22]([C:25]([O:27][CH2:28][CH3:29])=[O:26])[CH2:21][CH2:20]3)[CH2:2][CH2:3]2)[C@@H:8]2[C@H:13]([CH2:12][CH2:11][CH2:10][CH2:9]2)[CH2:14][O:15]1. (10) Given the reactants [C:1]([O:4][C:5]1[CH:6]=[C:7](/[CH:13]=[CH:14]/[C:15]([OH:17])=O)[CH:8]=[CH:9][C:10]=1[O:11][CH3:12])(=[O:3])[CH3:2].S(Cl)(Cl)=O.[Cl:22][C:23]1[CH:28]=[CH:27][C:26]([NH2:29])=[CH:25][C:24]=1[O:30][CH2:31][C:32]1[CH:37]=[CH:36][N:35]=[CH:34][CH:33]=1.C(N(C(C)C)CC)(C)C, predict the reaction product. The product is: [Cl:22][C:23]1[CH:28]=[CH:27][C:26]([NH:29][C:15](=[O:17])/[CH:14]=[CH:13]/[C:7]2[CH:8]=[CH:9][C:10]([O:11][CH3:12])=[C:5]([O:4][C:1](=[O:3])[CH3:2])[CH:6]=2)=[CH:25][C:24]=1[O:30][CH2:31][C:32]1[CH:33]=[CH:34][N:35]=[CH:36][CH:37]=1.